Task: Predict the product of the given reaction.. Dataset: Forward reaction prediction with 1.9M reactions from USPTO patents (1976-2016) (1) Given the reactants [CH3:1][C:2]1[CH:3]=[C:4]([N:9]2[C:13]([OH:14])=[C:12]([CH:15]=O)[C:11]([CH3:17])=[N:10]2)[CH:5]=[CH:6][C:7]=1[CH3:8].[OH:18][C:19]1[CH:28]=[C:27]([OH:29])[CH:26]=[CH:25][C:20]=1[C:21]([NH:23][NH2:24])=[O:22], predict the reaction product. The product is: [CH3:1][C:2]1[CH:3]=[C:4]([N:9]2[C:13](=[O:14])[C:12](=[CH:15][NH:24][NH:23][C:21](=[O:22])[C:20]3[CH:25]=[CH:26][C:27]([OH:29])=[CH:28][C:19]=3[OH:18])[C:11]([CH3:17])=[N:10]2)[CH:5]=[CH:6][C:7]=1[CH3:8]. (2) Given the reactants [OH:1][CH2:2][C:3]12[CH2:10][CH2:9][C:6]([C:11]3[NH:19][C:18]4[C:17](=[O:20])[N:16]([CH2:21][CH2:22][CH3:23])[C:15](=[O:24])[N:14]([CH2:25][CH2:26][CH3:27])[C:13]=4[N:12]=3)([CH2:7][CH2:8]1)[CH2:5][CH2:4]2.[CH3:28][S:29](Cl)(=[O:31])=[O:30], predict the reaction product. The product is: [O:24]=[C:15]1[N:14]([CH2:25][CH2:26][CH3:27])[C:13]2[N:12]=[C:11]([C:6]34[CH2:7][CH2:8][C:3]([CH2:2][O:1][S:29]([CH3:28])(=[O:31])=[O:30])([CH2:10][CH2:9]3)[CH2:4][CH2:5]4)[NH:19][C:18]=2[C:17](=[O:20])[N:16]1[CH2:21][CH2:22][CH3:23]. (3) Given the reactants [F:1][C:2]1[C:7]([O:8][CH3:9])=[CH:6][C:5]([O:10][CH3:11])=[C:4]([F:12])[C:3]=1[CH2:13][OH:14].C(N(CC)CC)C.O1CCCC1.[CH3:27][S:28](Cl)(=[O:30])=[O:29], predict the reaction product. The product is: [CH3:27][S:28]([O:14][CH2:13][C:3]1[C:2]([F:1])=[C:7]([O:8][CH3:9])[CH:6]=[C:5]([O:10][CH3:11])[C:4]=1[F:12])(=[O:30])=[O:29]. (4) Given the reactants [C:1]([C:3]1[CH:4]=[C:5](Br)[CH:6]=[CH:7][C:8]=1[F:9])#[N:2].[NH:11]1[C:19]2[C:14](=[CH:15][CH:16]=[CH:17][CH:18]=2)[C:13]2([CH:23](B(O)O)[CH2:22][CH2:21][CH2:20]2)[C:12]1=[O:27].C([O-])(=O)C.[Na+].[OH-].[Na+], predict the reaction product. The product is: [C:1]([C:3]1[CH:4]=[C:5]([C:16]2[CH:15]=[C:14]3[C:19](=[CH:18][CH:17]=2)[NH:11][C:12](=[O:27])[C:13]23[CH2:23][CH2:22][CH2:21][CH2:20]2)[CH:6]=[CH:7][C:8]=1[F:9])#[N:2]. (5) Given the reactants ClC(OC(Cl)(Cl)Cl)=[O:3].[CH2:9]([O:11][C:12](=[O:30])[C:13]1[CH:18]=[C:17]([F:19])[CH:16]=[N:15][C:14]=1[NH:20][CH2:21][C:22]1[CH:27]=[CH:26][C:25]([O:28][CH3:29])=[CH:24][CH:23]=1)C, predict the reaction product. The product is: [F:19][C:17]1[CH:16]=[N:15][C:14]2[N:20]([CH2:21][C:22]3[CH:27]=[CH:26][C:25]([O:28][CH3:29])=[CH:24][CH:23]=3)[C:9](=[O:3])[O:11][C:12](=[O:30])[C:13]=2[CH:18]=1. (6) Given the reactants [Si:1]([O:8][CH2:9][C:10]1[C:11]([O:21][CH3:22])=[CH:12][C:13]([N:18]=[C:19]=[O:20])=[C:14]([CH:17]=1)[C:15]#[N:16])([C:4]([CH3:7])([CH3:6])[CH3:5])([CH3:3])[CH3:2].[OH:23][C:24]([C:41]1[S:42][CH:43]=[CH:44][CH:45]=1)([C:36]1[S:37][CH:38]=[CH:39][CH:40]=1)[C:25]([O:27][C@H:28]1[CH2:33][CH2:32][C@H:31]([NH:34][CH3:35])[CH2:30][CH2:29]1)=[O:26], predict the reaction product. The product is: [Si:1]([O:8][CH2:9][C:10]1[C:11]([O:21][CH3:22])=[CH:12][C:13]([N:18]=[C:19]=[O:20])=[C:14]([CH:17]=1)[C:15]#[N:16])([C:4]([CH3:7])([CH3:6])[CH3:5])([CH3:2])[CH3:3].[OH:23][C:24]([C:36]1[S:37][CH:38]=[CH:39][CH:40]=1)([C:41]1[S:42][CH:43]=[CH:44][CH:45]=1)[C:25]([O:27][C@H:28]1[CH2:29][CH2:30][C@H:31]([NH:34][CH3:35])[CH2:32][CH2:33]1)=[O:26].[CH:31]([NH:34][CH2:35][CH2:19][NH:18][CH:13]([CH3:12])[CH3:14])([CH3:32])[CH3:30].